Task: Predict the product of the given reaction.. Dataset: Forward reaction prediction with 1.9M reactions from USPTO patents (1976-2016) (1) Given the reactants [OH:1][C:2]1[CH:7]=[C:6]([CH3:8])O[C:4](=[O:9])[CH:3]=1.[Cl:10][C:11]1[CH:17]=[CH:16][CH:15]=[CH:14][C:12]=1[NH2:13], predict the reaction product. The product is: [Cl:10][C:11]1[CH:17]=[CH:16][CH:15]=[CH:14][C:12]=1[N:13]1[C:6]([CH3:8])=[CH:7][C:2]([OH:1])=[CH:3][C:4]1=[O:9]. (2) Given the reactants [F:1][C:2]([F:13])([F:12])[C:3](=O)[CH2:4][C:5](=O)[C:6]([F:9])([F:8])[F:7].[N:14]1[S:15][N:16]=[C:17]2[C:22]([NH2:23])=[CH:21][CH:20]=[CH:19][C:18]=12, predict the reaction product. The product is: [F:1][C:2]([F:13])([F:12])[C:3]1[C:21]2[CH:20]=[CH:19][C:18]3=[N:14][S:15][N:16]=[C:17]3[C:22]=2[N:23]=[C:5]([C:6]([F:9])([F:8])[F:7])[CH:4]=1. (3) The product is: [CH2:13]([O:15][C:16]([C:18]1[NH:19][C:20]2[C:25]([CH:26]=1)=[C:24]([O:27][CH2:47][CH:48]([CH3:50])[CH3:49])[CH:23]=[CH:22][CH:21]=2)=[O:17])[CH3:14]. Given the reactants CCOC(/N=N/C(OCC)=O)=O.[CH2:13]([O:15][C:16]([C:18]1[NH:19][C:20]2[C:25]([CH:26]=1)=[C:24]([OH:27])[CH:23]=[CH:22][CH:21]=2)=[O:17])[CH3:14].C1(P(C2C=CC=CC=2)C2C=CC=CC=2)C=CC=CC=1.[CH2:47](O)[CH:48]([CH3:50])[CH3:49], predict the reaction product. (4) Given the reactants [C:1]([O:4][CH3:5])(=[O:3])[CH3:2].[Li+].CC([N-]C(C)C)C.[Cl:14][C:15]1[CH:22]=[CH:21][CH:20]=[CH:19][C:16]=1[CH:17]=[O:18].[NH4+].[Cl-], predict the reaction product. The product is: [Cl:14][C:15]1[CH:22]=[CH:21][CH:20]=[CH:19][C:16]=1[CH:17]([OH:18])[CH2:2][C:1]([O:4][CH3:5])=[O:3]. (5) Given the reactants [CH:1]1([C:7]2[CH:33]=[CH:32][C:10]([O:11][CH2:12][C:13]3[N:18]=[CH:17][C:16]([N:19]4[CH2:24][CH2:23][N:22](C(OC(C)(C)C)=O)[CH2:21][CH2:20]4)=[CH:15][CH:14]=3)=[CH:9][C:8]=2[C:34]([F:37])([F:36])[F:35])[CH2:6][CH2:5][CH2:4][CH2:3][CH2:2]1.FC(F)(F)C(O)=O.[C:45]([O:49]C(C)(C)C)(=[O:48])[CH:46]=[CH2:47].CCN(C(C)C)C(C)C, predict the reaction product. The product is: [CH:1]1([C:7]2[CH:33]=[CH:32][C:10]([O:11][CH2:12][C:13]3[N:18]=[CH:17][C:16]([N:19]4[CH2:24][CH2:23][N:22]([CH2:47][CH2:46][C:45]([OH:49])=[O:48])[CH2:21][CH2:20]4)=[CH:15][CH:14]=3)=[CH:9][C:8]=2[C:34]([F:36])([F:35])[F:37])[CH2:6][CH2:5][CH2:4][CH2:3][CH2:2]1.